This data is from Full USPTO retrosynthesis dataset with 1.9M reactions from patents (1976-2016). The task is: Predict the reactants needed to synthesize the given product. The reactants are: [N+:1]([C:4]1[CH:9]=[CH:8][C:7]([CH2:10][CH2:11][CH:12]=O)=[C:6]([C:14]([F:17])([F:16])[F:15])[CH:5]=1)([O-])=O.CO.[CH3:20][NH:21][CH3:22].C(O[BH-](OC(=O)C)OC(=O)C)(=O)C.[Na+].[H][H]. Given the product [CH3:20][N:21]([CH3:22])[CH2:12][CH2:11][CH2:10][C:7]1[CH:8]=[CH:9][C:4]([NH2:1])=[CH:5][C:6]=1[C:14]([F:17])([F:16])[F:15], predict the reactants needed to synthesize it.